Dataset: NCI-60 drug combinations with 297,098 pairs across 59 cell lines. Task: Regression. Given two drug SMILES strings and cell line genomic features, predict the synergy score measuring deviation from expected non-interaction effect. (1) Drug 1: CC1C(C(=O)NC(C(=O)N2CCCC2C(=O)N(CC(=O)N(C(C(=O)O1)C(C)C)C)C)C(C)C)NC(=O)C3=C4C(=C(C=C3)C)OC5=C(C(=O)C(=C(C5=N4)C(=O)NC6C(OC(=O)C(N(C(=O)CN(C(=O)C7CCCN7C(=O)C(NC6=O)C(C)C)C)C)C(C)C)C)N)C. Drug 2: CN(CC1=CN=C2C(=N1)C(=NC(=N2)N)N)C3=CC=C(C=C3)C(=O)NC(CCC(=O)O)C(=O)O. Cell line: HCC-2998. Synergy scores: CSS=31.7, Synergy_ZIP=-9.96, Synergy_Bliss=-10.1, Synergy_Loewe=-6.93, Synergy_HSA=-6.83. (2) Drug 1: C1=NC2=C(N=C(N=C2N1C3C(C(C(O3)CO)O)F)Cl)N. Drug 2: C(CCl)NC(=O)N(CCCl)N=O. Cell line: TK-10. Synergy scores: CSS=10.8, Synergy_ZIP=-4.44, Synergy_Bliss=-3.66, Synergy_Loewe=-2.21, Synergy_HSA=-2.52.